From a dataset of Peptide-MHC class I binding affinity with 185,985 pairs from IEDB/IMGT. Regression. Given a peptide amino acid sequence and an MHC pseudo amino acid sequence, predict their binding affinity value. This is MHC class I binding data. (1) The peptide sequence is RPNMSRHLF. The MHC is HLA-B54:01 with pseudo-sequence HLA-B54:01. The binding affinity (normalized) is 0. (2) The peptide sequence is QGWKGSPAI. The MHC is HLA-B53:01 with pseudo-sequence HLA-B53:01. The binding affinity (normalized) is 0.0000971. (3) The peptide sequence is CGDGRRRVY. The MHC is HLA-A29:02 with pseudo-sequence HLA-A29:02. The binding affinity (normalized) is 0.164. (4) The MHC is HLA-A02:03 with pseudo-sequence HLA-A02:03. The binding affinity (normalized) is 0.0847. The peptide sequence is SLSEPWRDF. (5) The peptide sequence is KKQKVHALF. The MHC is HLA-A02:03 with pseudo-sequence HLA-A02:03. The binding affinity (normalized) is 0.285. (6) The peptide sequence is YALINLVQYR. The MHC is HLA-A68:01 with pseudo-sequence HLA-A68:01. The binding affinity (normalized) is 0.715.